From a dataset of Full USPTO retrosynthesis dataset with 1.9M reactions from patents (1976-2016). Predict the reactants needed to synthesize the given product. (1) Given the product [CH:9]1([CH2:8][NH:7][C:5]2[N:4]([CH3:12])[N:3]=[C:2]([NH:68][C:67]3[CH:69]=[CH:70][C:71]([N:72]4[CH:76]=[C:75]([CH3:77])[N:74]=[CH:73]4)=[C:65]([O:64][CH3:63])[CH:66]=3)[N:6]=2)[CH2:11][CH2:10]1, predict the reactants needed to synthesize it. The reactants are: Br[C:2]1[N:6]=[C:5]([NH:7][CH2:8][CH:9]2[CH2:11][CH2:10]2)[N:4]([CH3:12])[N:3]=1.C(=O)([O-])[O-].[Cs+].[Cs+].CC1(C)C2C(=C(P(C3C=CC=CC=3)C3C=CC=CC=3)C=CC=2)OC2C(P(C3C=CC=CC=3)C3C=CC=CC=3)=CC=CC1=2.Cl.Cl.[CH3:63][O:64][C:65]1[CH:66]=[C:67]([CH:69]=[CH:70][C:71]=1[N:72]1[CH:76]=[C:75]([CH3:77])[N:74]=[CH:73]1)[NH2:68]. (2) The reactants are: CO[N:3]=[C:4]1[C:12]2[C:7](=[C:8]([N:13]3[CH2:18][CH2:17][CH2:16][CH2:15][CH2:14]3)[CH:9]=[CH:10][CH:11]=2)[CH2:6][CH2:5]1.N. Given the product [N:13]1([C:8]2[CH:9]=[CH:10][CH:11]=[C:12]3[C:7]=2[CH2:6][CH2:5][CH:4]3[NH2:3])[CH2:14][CH2:15][CH2:16][CH2:17][CH2:18]1, predict the reactants needed to synthesize it. (3) Given the product [CH3:51][O:37][C:35](=[O:36])[C:34]1[CH:33]=[CH:32][C:31]([N:30]2[C:28](=[O:29])[C@H:9]3[C@H:8]([C:4]4[CH:5]=[CH:6][CH:7]=[C:2]([Cl:1])[C:3]=4[F:45])[C@:12]([C:15]4[CH:20]=[CH:19][C:18]([Cl:21])=[CH:17][C:16]=4[F:22])([C:13]#[N:14])[C@H:11]([CH2:23][C:24]([CH3:26])([CH3:25])[CH3:27])[N:10]3[C@@H:49]2[CH:46]2[CH2:47][CH2:48]2)=[CH:39][CH:38]=1, predict the reactants needed to synthesize it. The reactants are: [Cl:1][C:2]1[C:3]([F:45])=[C:4]([C@@H:8]2[C@:12]([C:15]3[CH:20]=[CH:19][C:18]([Cl:21])=[CH:17][C:16]=3[F:22])([C:13]#[N:14])[C@H:11]([CH2:23][C:24]([CH3:27])([CH3:26])[CH3:25])[NH:10][C@H:9]2[C:28]([NH:30][C:31]2[CH:39]=[CH:38][C:34]([C:35]([OH:37])=[O:36])=[CH:33][C:32]=2OC(F)(F)F)=[O:29])[CH:5]=[CH:6][CH:7]=1.[CH:46]1([CH:49]=O)[CH2:48][CH2:47]1.[CH3:51]C(O)=O.C(O[BH-](OC(=O)C)OC(=O)C)(=O)C.[Na+]. (4) Given the product [CH3:22][C:20]([CH3:21])([CH3:23])[C:19](=[O:24])[CH2:18][N:11]1[C:12]2[CH:17]=[CH:16][CH:15]=[CH:14][C:13]=2[C:7]([C:1]2[CH:2]=[CH:3][CH:4]=[CH:5][N:30]=2)=[N:8][N:9]([CH2:26][C:27]([OH:29])=[O:28])[C:10]1=[O:25], predict the reactants needed to synthesize it. The reactants are: [CH:1]1([C:7]2[C:13]3[CH:14]=[CH:15][CH:16]=[CH:17][C:12]=3[N:11]([CH2:18][C:19](=[O:24])[C:20]([CH3:23])([CH3:22])[CH3:21])[C:10](=[O:25])[N:9]([CH2:26][C:27]([OH:29])=[O:28])[N:8]=2)C[CH2:5][CH2:4][CH2:3][CH2:2]1.[NH2:30]C1C=CC=CC=1C(C1C=CC=CN=1)=O.NC1C=CC=CC=1C(C1CCCCC1)=O. (5) Given the product [CH2:8]([CH:7]1[CH2:10][C:11]2[S:12][CH:13]=[CH:14][C:15]=2[C:17](=[O:19])[CH2:16][N:6]1[C:4]([O:3][CH2:1][CH3:2])=[O:5])[CH3:9], predict the reactants needed to synthesize it. The reactants are: [CH2:1]([O:3][C:4]([N:6]([CH2:16][C:17]([OH:19])=O)[CH:7]([CH2:10][C:11]1[S:12][CH:13]=[CH:14][CH:15]=1)[CH2:8][CH3:9])=[O:5])[CH3:2].CN(C=O)C.C(Cl)(=O)C(Cl)=O.[Al+3].[Cl-].[Cl-].[Cl-].